Dataset: Forward reaction prediction with 1.9M reactions from USPTO patents (1976-2016). Task: Predict the product of the given reaction. Given the reactants [CH3:1][O:2][C:3]1[CH:8]=[C:7](/[CH:9]=[CH:10]/[C:11]([O:13][CH3:14])=[O:12])[CH:6]=[C:5]([O:15][CH3:16])[N:4]=1, predict the reaction product. The product is: [CH3:1][O:2][C:3]1[CH:8]=[C:7]([CH2:9][CH2:10][C:11]([O:13][CH3:14])=[O:12])[CH:6]=[C:5]([O:15][CH3:16])[N:4]=1.